Task: Predict the reaction yield, written as a fraction of the theoretical maximum amount of product (1.0 means a 100% yield; for example, 0.34 means a 34% yield).. Dataset: Reaction yield outcomes from USPTO patents with 853,638 reactions (1) The reactants are Br[C:2]1[CH:7]=[C:6]([Cl:8])[CH:5]=[CH:4][C:3]=1[O:9][CH3:10].[CH2:11]=[CH:12][C:13]1[CH:18]=[CH:17][CH:16]=[CH:15][CH:14]=1.C(N(CC)CC)C.C1(P(C2C=CC=CC=2)C2C=CC=CC=2)C=CC=CC=1. The catalyst is C(#N)C.C([O-])(=O)C.[Pd+2].C([O-])(=O)C. The product is [Cl:8][C:6]1[CH:5]=[CH:4][C:3]([O:9][CH3:10])=[C:2]([CH:7]=1)[CH:11]=[CH:12][C:13]1[CH:18]=[CH:17][CH:16]=[CH:15][CH:14]=1. The yield is 0.356. (2) The reactants are [C:1]([OH:11])(=[O:10])[C@H:2]([CH:4]1[CH2:9][CH2:8][CH2:7][CH2:6][CH2:5]1)[OH:3].O1[B:17]([C@@H:18]([NH:23][C:24](=[O:37])[CH2:25][NH:26][C:27](=[O:36])[C:28]2[CH:33]=[C:32]([Cl:34])[CH:31]=[CH:30][C:29]=2[Cl:35])[CH2:19][CH:20]([CH3:22])[CH3:21])O[B:17]([C@@H:18]([NH:23][C:24](=[O:37])[CH2:25][NH:26][C:27](=[O:36])[C:28]2[CH:33]=[C:32]([Cl:34])[CH:31]=[CH:30][C:29]=2[Cl:35])[CH2:19][CH:20]([CH3:22])[CH3:21])O[B:17]1[C@@H:18]([NH:23][C:24](=[O:37])[CH2:25][NH:26][C:27](=[O:36])[C:28]1[CH:33]=[C:32]([Cl:34])[CH:31]=[CH:30][C:29]=1[Cl:35])[CH2:19][CH:20]([CH3:22])[CH3:21]. The catalyst is CCOC(C)=O. The product is [Cl:35][C:29]1[CH:30]=[CH:31][C:32]([Cl:34])=[CH:33][C:28]=1[C:27]([NH:26][CH2:25][C:24]([NH:23][C@H:18]([B:17]1[O:3][C@@H:2]([CH:4]2[CH2:9][CH2:8][CH2:7][CH2:6][CH2:5]2)[C:1](=[O:11])[O:10]1)[CH2:19][CH:20]([CH3:22])[CH3:21])=[O:37])=[O:36]. The yield is 0.930. (3) The reactants are I[C:2]1[N:3]=[C:4]([CH3:16])[N:5]([CH2:7][CH2:8][O:9][CH:10]2[CH2:15][CH2:14][CH2:13][CH2:12][O:11]2)[CH:6]=1.IC1N(CCOC2CCCCO2)C(C)=NC=1.C([Mg]Br)C.[CH3:37][Sn:38](Cl)([CH3:40])[CH3:39].[NH4+].[Cl-]. The catalyst is C(Cl)Cl. The product is [CH3:16][C:4]1[N:5]([CH2:7][CH2:8][O:9][CH:10]2[CH2:15][CH2:14][CH2:13][CH2:12][O:11]2)[CH:6]=[C:2]([Sn:38]([CH3:40])([CH3:39])[CH3:37])[N:3]=1. The yield is 0.630. (4) The reactants are [F:1][CH:2]([F:14])[O:3][C:4]1[CH:5]=[CH:6][C:7]([C:10]([O:12]C)=[O:11])=[N:8][CH:9]=1.[OH-].[Na+].Cl. The catalyst is O1CCOCC1. The product is [F:14][CH:2]([F:1])[O:3][C:4]1[CH:5]=[CH:6][C:7]([C:10]([OH:12])=[O:11])=[N:8][CH:9]=1. The yield is 0.860. (5) The reactants are [OH:1][CH:2]([C:5]1[C:14]2[C:9](=[CH:10][CH:11]=[CH:12][CH:13]=2)[CH:8]=[CH:7][CH:6]=1)[C:3]#[N:4].[H-].[H-].[H-].[H-].[Li+].[Al+3].C1COCC1. The catalyst is C1COCC1. The product is [NH2:4][CH2:3][CH:2]([C:5]1[C:14]2[C:9](=[CH:10][CH:11]=[CH:12][CH:13]=2)[CH:8]=[CH:7][CH:6]=1)[OH:1]. The yield is 0.530.